From a dataset of Forward reaction prediction with 1.9M reactions from USPTO patents (1976-2016). Predict the product of the given reaction. (1) The product is: [C:33]([O:37][C:38]([N:40]1[CH2:44][C@H:43]([O:45][C:46]2[C:55]3[C:50](=[CH:51][C:52]([O:56][CH3:57])=[CH:53][CH:54]=3)[N:49]=[C:48]([C:58]3[N:59]=[C:60]([NH:63][CH:64]([CH3:65])[CH3:66])[S:61][CH:62]=3)[CH:47]=2)[CH2:42][C@H:41]1[C:67](=[O:68])[NH:28][C@:23]1([C:21]([NH:20][S:19]([C:14]2[CH:15]=[CH:16][CH:17]=[CH:18][C:13]=2[NH:12][C:11](=[O:31])[CH2:10][CH2:9][CH2:8][CH2:7][CH2:6][CH2:5][CH2:4][C:3]([O:2][CH3:1])=[O:32])(=[O:30])=[O:29])=[O:22])[CH2:25][C@H:24]1[CH:26]=[CH2:27])=[O:39])([CH3:36])([CH3:34])[CH3:35]. Given the reactants [CH3:1][O:2][C:3](=[O:32])[CH2:4][CH2:5][CH2:6][CH2:7][CH2:8][CH2:9][CH2:10][C:11](=[O:31])[NH:12][C:13]1[CH:18]=[CH:17][CH:16]=[CH:15][C:14]=1[S:19](=[O:30])(=[O:29])[NH:20][C:21]([C@@:23]1([NH2:28])[CH2:25][C@H:24]1[CH:26]=[CH2:27])=[O:22].[C:33]([O:37][C:38]([N:40]1[CH2:44][C@H:43]([O:45][C:46]2[C:55]3[C:50](=[CH:51][C:52]([O:56][CH3:57])=[CH:53][CH:54]=3)[N:49]=[C:48]([C:58]3[N:59]=[C:60]([NH:63][CH:64]([CH3:66])[CH3:65])[S:61][CH:62]=3)[CH:47]=2)[CH2:42][C@H:41]1[C:67](O)=[O:68])=[O:39])([CH3:36])([CH3:35])[CH3:34].CN(C(ON1N=NC2C=CC=NC1=2)=[N+](C)C)C.F[P-](F)(F)(F)(F)F.CCN(C(C)C)C(C)C, predict the reaction product. (2) Given the reactants [I:1][C:2]1[CH:9]=[CH:8][C:5]([CH:6]=O)=[CH:4][CH:3]=1.[CH3:10][C:11]([S:14]([NH2:16])=[O:15])([CH3:13])[CH3:12], predict the reaction product. The product is: [I:1][C:2]1[CH:9]=[CH:8][C:5](/[CH:6]=[N:16]/[S:14]([C:11]([CH3:13])([CH3:12])[CH3:10])=[O:15])=[CH:4][CH:3]=1. (3) Given the reactants C(O[C:4]([CH:6]1[CH2:10][CH2:9][N:8]=[C:7]1[O:11]CC)=O)C.[Cl:14][C:15]1[S:19][C:18]([C:20](=[NH:22])N)=[CH:17][CH:16]=1.[C:23]1(C)C=CC=CC=1, predict the reaction product. The product is: [Cl:14][C:15]1[S:19][C:18]([C:20]2[N:8]=[C:7]([OH:11])[C:6]3[CH2:4][CH2:23][CH2:9][C:10]=3[N:22]=2)=[CH:17][CH:16]=1.